Dataset: Full USPTO retrosynthesis dataset with 1.9M reactions from patents (1976-2016). Task: Predict the reactants needed to synthesize the given product. Given the product [CH2:10]([C:2]1[CH:3]=[C:4]([CH:5]=[C:6]([F:8])[CH:7]=1)[CH:17]=[O:18])[CH2:11][CH2:12][CH3:13], predict the reactants needed to synthesize it. The reactants are: Br[C:2]1[CH:7]=[C:6]([F:8])[CH:5]=[C:4](Br)[CH:3]=1.[CH2:10]([Li])[CH2:11][CH2:12][CH3:13].CN(C)[CH:17]=[O:18].